From a dataset of Catalyst prediction with 721,799 reactions and 888 catalyst types from USPTO. Predict which catalyst facilitates the given reaction. (1) Reactant: [C:1]([O:5][C:6](=[O:21])[NH:7][CH2:8][CH2:9][N:10]([C:17](=[O:20])[CH2:18]Cl)[CH:11]1[CH2:16][CH2:15][O:14][CH2:13][CH2:12]1)([CH3:4])([CH3:3])[CH3:2].[H-].[Na+].[Cl-].[NH4+]. Product: [O:20]=[C:17]1[N:10]([CH:11]2[CH2:16][CH2:15][O:14][CH2:13][CH2:12]2)[CH2:9][CH2:8][N:7]([C:6]([O:5][C:1]([CH3:4])([CH3:3])[CH3:2])=[O:21])[CH2:18]1. The catalyst class is: 1. (2) Reactant: C(OC([N:8]1[CH2:13][CH2:12][C@H:11]([NH:14][C:15]([C:17]2[NH:18][C:19]([CH3:24])=[C:20]([Cl:23])[C:21]=2[Cl:22])=[O:16])[C@H:10]([N:25]=[N+:26]=[N-:27])[CH2:9]1)=O)(C)(C)C. Product: [ClH:22].[N:25]([C@H:10]1[C@@H:11]([NH:14][C:15]([C:17]2[NH:18][C:19]([CH3:24])=[C:20]([Cl:23])[C:21]=2[Cl:22])=[O:16])[CH2:12][CH2:13][NH:8][CH2:9]1)=[N+:26]=[N-:27]. The catalyst class is: 209. (3) Reactant: C(OC([NH:8][C:9]1[O:17][C:16]2[C:11](=[N:12][CH:13]=[C:14]([CH2:18][CH3:19])[CH:15]=2)[C:10]=1[C:20]([NH:22][C:23]1[CH:24]=[N:25][CH:26]=[CH:27][C:28]=1[N:29]1[CH2:34][C@H:33]([C:35]([F:38])([F:37])[F:36])[CH2:32][C@H:31]([NH:39]C(=O)OC(C)(C)C)[CH2:30]1)=[O:21])=O)(C)(C)C.Cl.O1CCOCC1. Product: [NH2:8][C:9]1[O:17][C:16]2[C:11](=[N:12][CH:13]=[C:14]([CH2:18][CH3:19])[CH:15]=2)[C:10]=1[C:20]([NH:22][C:23]1[CH:24]=[N:25][CH:26]=[CH:27][C:28]=1[N:29]1[CH2:34][C@H:33]([C:35]([F:38])([F:37])[F:36])[CH2:32][C@H:31]([NH2:39])[CH2:30]1)=[O:21]. The catalyst class is: 5. (4) The catalyst class is: 101. Reactant: Cl[C:2]1[C:7]([CH3:8])=[CH:6][C:5]([F:9])=[CH:4][N:3]=1.[Na].C1C=CC(P(C2C(C3C(P(C4C=CC=CC=4)C4C=CC=CC=4)=CC=C4C=3C=CC=C4)=C3C(C=CC=C3)=CC=2)C2C=CC=CC=2)=CC=1.C(=[NH:70])(C1C=CC=CC=1)C1C=CC=CC=1. Product: [F:9][C:5]1[CH:6]=[C:7]([CH3:8])[C:2]([NH2:70])=[N:3][CH:4]=1. (5) Reactant: C(Cl)(Cl)Cl.[Br:5][C:6]1[CH:7]=[C:8]([CH:11]=[CH:12][C:13]=1F)[CH:9]=[O:10].C(=O)([O-])[O-].[K+].[K+].[NH:21]1[CH:25]=[CH:24][N:23]=[CH:22]1. Product: [Br:5][C:6]1[CH:7]=[C:8]([CH:11]=[CH:12][C:13]=1[N:21]1[CH:25]=[CH:24][N:23]=[CH:22]1)[CH:9]=[O:10]. The catalyst class is: 5. (6) Reactant: [F:1][C:2]1([F:13])[O:6][C:5]2[CH:7]=[CH:8][C:9]([CH:11]=O)=[CH:10][C:4]=2[O:3]1.[N+:14]([CH3:17])([O-:16])=[O:15].C([O-])(=O)C.[NH4+]. Product: [F:1][C:2]1([F:13])[O:6][C:5]2[CH:7]=[CH:8][C:9]([CH:11]=[CH:17][N+:14]([O-:16])=[O:15])=[CH:10][C:4]=2[O:3]1. The catalyst class is: 15. (7) Reactant: C(OC(=O)[NH:7][CH2:8][C:9]1[CH:14]=[CH:13][C:12]([NH2:15])=[CH:11][CH:10]=1)(C)(C)C.[OH:17][C:18]1[C:25]([O:26][CH3:27])=[CH:24][C:21]([CH:22]=O)=[C:20]([O:28][C:29]2[CH:34]=[CH:33][CH:32]=[CH:31][C:30]=2[O:35][CH3:36])[CH:19]=1.[CH2:37]1[C:45]2[C:40](=[CH:41][CH:42]=[CH:43][CH:44]=2)[CH:39]=[CH:38]1.[O-]S(C(F)(F)F)(=O)=O.[In+3].[O-]S(C(F)(F)F)(=O)=O.[O-]S(C(F)(F)F)(=O)=O. Product: [NH2:7][CH2:8][C:9]1[CH:10]=[C:11]2[C:12](=[CH:13][CH:14]=1)[NH:15][CH:22]([C:21]1[C:20]([O:28][C:29]3[CH:34]=[CH:33][CH:32]=[CH:31][C:30]=3[O:35][CH3:36])=[CH:19][C:18]([OH:17])=[C:25]([O:26][CH3:27])[CH:24]=1)[CH:38]1[CH2:39][C:40]3[C:45]([CH:37]21)=[CH:44][CH:43]=[CH:42][CH:41]=3. The catalyst class is: 10.